Dataset: Retrosynthesis with 50K atom-mapped reactions and 10 reaction types from USPTO. Task: Predict the reactants needed to synthesize the given product. (1) Given the product CC(C)(C)OC(=O)N1CCOC(C(=O)OCc2ccccc2)C1, predict the reactants needed to synthesize it. The reactants are: BrCc1ccccc1.CC(C)(C)OC(=O)N1CCOC(C(=O)O)C1. (2) Given the product O=C(NCCCc1ccccc1)C(F)(F)F, predict the reactants needed to synthesize it. The reactants are: CCOC(=O)C(F)(F)F.NCCCc1ccccc1. (3) The reactants are: BrCc1ccc2ccccc2c1.CN. Given the product CNCc1ccc2ccccc2c1, predict the reactants needed to synthesize it. (4) The reactants are: CCC[C@@H]1C[C@@H]([C@H](O)COCc2ccccc2)OC1=O.CS(=O)(=O)Cl. Given the product CCC[C@@H]1C[C@@H]([C@@H](COCc2ccccc2)OS(C)(=O)=O)OC1=O, predict the reactants needed to synthesize it. (5) Given the product O=[N+]([O-])c1ccc(CO)cc1F, predict the reactants needed to synthesize it. The reactants are: O=C(O)c1ccc([N+](=O)[O-])c(F)c1. (6) Given the product CC(O)(/C=C/c1ccc(S(=O)(=O)c2ccccc2)cc1)C(F)(F)F, predict the reactants needed to synthesize it. The reactants are: CC(O)(C#Cc1ccc(S(=O)(=O)c2ccccc2)cc1)C(F)(F)F. (7) Given the product CCc1nc2ccccc2n1-c1nc(N2CCOCC2)c2nc(CN3CCN(C(=O)[C@@H](C)O)CC3(C)C)n(C)c2n1, predict the reactants needed to synthesize it. The reactants are: CCc1nc2ccccc2n1-c1nc(N2CCOCC2)c2nc(CN3CCNCC3(C)C)n(C)c2n1.C[C@@H](O)C(=O)O.